From a dataset of Reaction yield outcomes from USPTO patents with 853,638 reactions. Predict the reaction yield, written as a fraction of the theoretical maximum amount of product (1.0 means a 100% yield; for example, 0.34 means a 34% yield). (1) The reactants are [O:1]1[C:5]2[CH:6]=[CH:7][C:8]([C:10]3[S:11][CH:12]=[C:13]([C:15]([OH:17])=O)[N:14]=3)=[CH:9][C:4]=2[CH2:3][CH2:2]1.[Cl:18][C:19]1[C:28]([F:29])=[CH:27][C:22]2[NH:23][C:24]([NH2:26])=[N:25][C:21]=2[CH:20]=1.F[P-](F)(F)(F)(F)F.N1(OC(N(C)C)=[N+](C)C)C2C=CC=CC=2N=N1.C(N(CC)C(C)C)(C)C. The yield is 0.0200. The catalyst is CN(C)C=O.CN(C)C1C=CN=CC=1. The product is [Cl:18][C:19]1[C:28]([F:29])=[CH:27][C:22]2[NH:23][C:24]([NH:26][C:15]([C:13]3[N:14]=[C:10]([C:8]4[CH:7]=[CH:6][C:5]5[O:1][CH2:2][CH2:3][C:4]=5[CH:9]=4)[S:11][CH:12]=3)=[O:17])=[N:25][C:21]=2[CH:20]=1. (2) The reactants are [CH3:1][C:2]1[CH:7]=[CH:6][CH:5]=[C:4]([CH3:8])[N:3]=1.C1C=C(Cl)C=C(C(OO)=[O:17])C=1. The catalyst is C(Cl)(Cl)Cl. The product is [CH3:1][C:2]1[CH:7]=[CH:6][CH:5]=[C:4]([CH3:8])[N+:3]=1[O-:17]. The yield is 0.850. (3) The reactants are I[C:2]1[CH:3]=[CH:4][C:5]2[N:6]([CH:8]=[C:9]([NH:11][C:12](=[O:14])[CH3:13])[N:10]=2)[N:7]=1.[NH2:15][C:16]1[CH:17]=[C:18]([OH:23])[CH:19]=[CH:20][C:21]=1[F:22].C(=O)([O-])[O-].[K+].[K+].O. The catalyst is CN(C)C=O. The product is [NH2:15][C:16]1[CH:17]=[C:18]([CH:19]=[CH:20][C:21]=1[F:22])[O:23][C:2]1[CH:3]=[CH:4][C:5]2[N:6]([CH:8]=[C:9]([NH:11][C:12](=[O:14])[CH3:13])[N:10]=2)[N:7]=1. The yield is 0.790. (4) The reactants are [OH:1][C:2]1[CH:7]=[C:6]([O:8][CH2:9][CH2:10][O:11][CH3:12])[CH:5]=[CH:4][C:3]=1/[CH:13]=[CH:14]/[C:15]([O:17][CH2:18][CH3:19])=[O:16].[CH2:20](Br)[CH:21]1[O:25][CH2:24][CH2:23][CH2:22]1.[I-].[Na+].C(=O)([O-])[O-].[K+].[K+]. The catalyst is CN(C)C=O.O. The product is [CH3:12][O:11][CH2:10][CH2:9][O:8][C:6]1[CH:5]=[CH:4][C:3](/[CH:13]=[CH:14]/[C:15]([O:17][CH2:18][CH3:19])=[O:16])=[C:2]([O:1][CH2:20][CH:21]2[CH2:22][CH2:23][CH2:24][O:25]2)[CH:7]=1. The yield is 0.750. (5) The yield is 0.899. The product is [NH2:1][C:2]1[O:3][C:4]2[C:9]([CH:10]([C:14]3[CH:19]=[C:18]([O:20][CH3:21])[C:17]([O:22][CH3:23])=[C:16]([Br:24])[CH:15]=3)[C:11]=1[C:12]#[N:13])=[CH:8][CH:7]=[C:6]1[C:25]([NH:29][CH3:30])=[CH:26][CH:27]=[CH:28][C:5]=21. The reactants are [NH2:1][C:2]1[O:3][C:4]2[C:9]([CH:10]([C:14]3[CH:19]=[C:18]([O:20][CH3:21])[C:17]([O:22][CH3:23])=[C:16]([Br:24])[CH:15]=3)[C:11]=1[C:12]#[N:13])=[CH:8][CH:7]=[C:6]1[C:25]([NH2:29])=[CH:26][CH:27]=[CH:28][C:5]=21.[C:30](=O)([O-])[O-].[K+].[K+].IC. The catalyst is C(#N)C.O. (6) The reactants are [C:1](/[C:3](/[C:27]1[CH:32]=[CH:31][C:30]([O:33][CH3:34])=[C:29]([O:35][CH3:36])[CH:28]=1)=[CH:4]\[C:5]1[S:9][C:8]([N:10]2[CH2:15][CH2:14][CH:13]([O:16][C:17](=[O:26])[CH2:18][N:19]3[CH2:24][CH2:23][CH2:22][CH2:21][CH:20]3[CH3:25])[CH2:12][CH2:11]2)=[CH:7][CH:6]=1)#[N:2].[CH3:37][S:38]([OH:41])(=[O:40])=[O:39]. The catalyst is CO. The product is [CH3:37][S:38]([OH:41])(=[O:40])=[O:39].[C:1](/[C:3](/[C:27]1[CH:32]=[CH:31][C:30]([O:33][CH3:34])=[C:29]([O:35][CH3:36])[CH:28]=1)=[CH:4]\[C:5]1[S:9][C:8]([N:10]2[CH2:11][CH2:12][CH:13]([O:16][C:17](=[O:26])[CH2:18][N:19]3[CH2:24][CH2:23][CH2:22][CH2:21][CH:20]3[CH3:25])[CH2:14][CH2:15]2)=[CH:7][CH:6]=1)#[N:2]. The yield is 0.860.